The task is: Predict which catalyst facilitates the given reaction.. This data is from Catalyst prediction with 721,799 reactions and 888 catalyst types from USPTO. (1) Reactant: [C:1]([O:5][C:6]([N:8]1[CH2:13][CH2:12][CH:11]([NH:14][C:15]2[CH:20]=[CH:19][CH:18]=[CH:17][C:16]=2[Br:21])[CH2:10][CH2:9]1)=[O:7])([CH3:4])([CH3:3])[CH3:2].[H-].[Na+].[CH3:24]I. Product: [C:1]([O:5][C:6]([N:8]1[CH2:13][CH2:12][CH:11]([N:14]([C:15]2[CH:20]=[CH:19][CH:18]=[CH:17][C:16]=2[Br:21])[CH3:24])[CH2:10][CH2:9]1)=[O:7])([CH3:4])([CH3:2])[CH3:3]. The catalyst class is: 3. (2) Reactant: [Cl:1][C:2]1[C:3]([NH2:8])=[N:4][CH:5]=[CH:6][CH:7]=1.Cl[C:10]1[S:11][C:12]([C:15]2[CH:16]=[N:17][CH:18]=[C:19]([CH:23]=2)[C:20]([OH:22])=[O:21])=[CH:13][N:14]=1.[H-].[Na+].FC(F)(F)C(O)=O. Product: [Cl:1][C:2]1[C:3]([NH:8][C:10]2[S:11][C:12]([C:15]3[CH:16]=[N:17][CH:18]=[C:19]([CH:23]=3)[C:20]([OH:22])=[O:21])=[CH:13][N:14]=2)=[N:4][CH:5]=[CH:6][CH:7]=1. The catalyst class is: 16. (3) The catalyst class is: 1. Reactant: N#N.[C:3]1([CH:9]=[CH:10][C:11]([NH2:13])=[O:12])[CH:8]=[CH:7][CH:6]=[CH:5][CH:4]=1.C([O-])(O)=O.[Na+].[CH2:19]([O:21][C:22](=[O:27])[C:23](=O)[CH2:24]Br)[CH3:20].FC(F)(F)C(OC(=O)C(F)(F)F)=O.C([O-])([O-])=O.[Na+].[Na+]. Product: [CH2:19]([O:21][C:22]([C:23]1[N:13]=[C:11]([CH:10]=[CH:9][C:3]2[CH:8]=[CH:7][CH:6]=[CH:5][CH:4]=2)[O:12][CH:24]=1)=[O:27])[CH3:20].